This data is from Full USPTO retrosynthesis dataset with 1.9M reactions from patents (1976-2016). The task is: Predict the reactants needed to synthesize the given product. (1) Given the product [C:27]([N:15]([N:9]1[C:8](=[O:20])[C:7]2[C:12](=[CH:13][C:4]([CH:1]([CH3:3])[CH3:2])=[C:5]([C:21]3[N:22]([CH3:26])[N:23]=[CH:24][CH:25]=3)[CH:6]=2)[NH:11][C:10]1=[O:14])[S:16]([CH3:19])(=[O:17])=[O:18])(=[O:33])[CH2:28][CH2:29][CH2:30][CH2:31][CH3:32], predict the reactants needed to synthesize it. The reactants are: [CH:1]([C:4]1[CH:13]=[C:12]2[C:7]([C:8](=[O:20])[N:9]([NH:15][S:16]([CH3:19])(=[O:18])=[O:17])[C:10](=[O:14])[NH:11]2)=[CH:6][C:5]=1[C:21]1[N:22]([CH3:26])[N:23]=[CH:24][CH:25]=1)([CH3:3])[CH3:2].[C:27](Cl)(=[O:33])[CH2:28][CH2:29][CH2:30][CH2:31][CH3:32]. (2) Given the product [C:23]([C:7]1[C:8]2[C:13](=[CH:12][CH:11]=[C:10]([O:16][C:17]3[CH:18]=[CH:19][CH:20]=[CH:21][CH:22]=3)[CH:9]=2)[C:14]([OH:15])=[C:5]([C:3]([NH:26][CH2:27][C:28]([CH3:34])([CH3:33])[CH2:29][C:30]([OH:32])=[O:31])=[O:4])[N:6]=1)#[N:24], predict the reactants needed to synthesize it. The reactants are: CO[C:3]([C:5]1[N:6]=[C:7]([C:23]#[N:24])[C:8]2[C:13]([C:14]=1[OH:15])=[CH:12][CH:11]=[C:10]([O:16][C:17]1[CH:22]=[CH:21][CH:20]=[CH:19][CH:18]=1)[CH:9]=2)=[O:4].Cl.[NH2:26][CH2:27][C:28]([CH3:34])([CH3:33])[CH2:29][C:30]([OH:32])=[O:31]. (3) Given the product [CH3:1][C@:2]1([O:50][CH3:51])[C@@H:7]([OH:8])[C@H:6]([CH3:9])[O:5][C@@H:4]([O:10][C@@H:11]2[C@@H:25]([CH3:26])[C:24](=[O:27])[O:23][C@H:22]([CH2:28][CH3:29])[C@:21]([OH:31])([CH3:30])[C@H:20]([OH:32])[C@@H:19]([CH3:33])[NH:18][CH2:17][C@H:16]([CH3:34])[CH2:15][C@:14]([OH:36])([CH3:35])[C@H:13]([O:37][C@H:38]3[O:44][C@H:43]([CH3:45])[CH2:42][C@H:41]([N:46]([CH3:48])[CH3:47])[C@H:39]3[O:40][C:60]([O:59][CH2:52][C:53]3[CH:58]=[CH:57][CH:56]=[CH:55][CH:54]=3)=[O:61])[C@H:12]2[CH3:49])[CH2:3]1, predict the reactants needed to synthesize it. The reactants are: [CH3:1][C@:2]1([O:50][CH3:51])[C@@H:7]([OH:8])[C@H:6]([CH3:9])[O:5][C@@H:4]([O:10][C@@H:11]2[C@@H:25]([CH3:26])[C:24](=[O:27])[O:23][C@H:22]([CH2:28][CH3:29])[C@:21]([OH:31])([CH3:30])[C@H:20]([OH:32])[C@@H:19]([CH3:33])[NH:18][CH2:17][C@H:16]([CH3:34])[CH2:15][C@:14]([OH:36])([CH3:35])[C@H:13]([O:37][C@H:38]3[O:44][C@H:43]([CH3:45])[CH2:42][C@H:41]([N:46]([CH3:48])[CH3:47])[C@H:39]3[OH:40])[C@H:12]2[CH3:49])[CH2:3]1.[CH2:52]([O:59][C:60](Cl)=[O:61])[C:53]1[CH:58]=[CH:57][CH:56]=[CH:55][CH:54]=1.P([O-])([O-])([O-])=O.[K+].[K+].[K+].C(#N)C.CO. (4) Given the product [C:7]1([C:13]2[O:17][N:16]=[C:15]([CH2:18][OH:19])[CH:14]=2)[CH:8]=[CH:9][CH:10]=[CH:11][CH:12]=1, predict the reactants needed to synthesize it. The reactants are: [H-].[H-].[H-].[H-].[Li+].[Al+3].[C:7]1([C:13]2[O:17][N:16]=[C:15]([C:18](O)=[O:19])[CH:14]=2)[CH:12]=[CH:11][CH:10]=[CH:9][CH:8]=1.C(OCC)(=O)C.S([O-])([O-])(=O)=O.[Na+].[Na+]. (5) The reactants are: [NH2:1][C:2]1[CH:27]=[CH:26][C:5]([CH2:6][N:7]([S:16]([C:19]2[CH:24]=[CH:23][C:22]([Cl:25])=[CH:21][CH:20]=2)(=[O:18])=[O:17])[C@H:8]([CH2:12][CH:13]([CH3:15])[CH3:14])[C:9]([NH2:11])=[O:10])=[CH:4][CH:3]=1.CCN(CC)CC.[Br:35][CH2:36][C:37](Cl)=[O:38]. Given the product [Br:35][CH2:36][C:37]([NH:1][C:2]1[CH:27]=[CH:26][C:5]([CH2:6][N:7]([S:16]([C:19]2[CH:20]=[CH:21][C:22]([Cl:25])=[CH:23][CH:24]=2)(=[O:18])=[O:17])[C@H:8]([CH2:12][CH:13]([CH3:15])[CH3:14])[C:9]([NH2:11])=[O:10])=[CH:4][CH:3]=1)=[O:38], predict the reactants needed to synthesize it.